This data is from Forward reaction prediction with 1.9M reactions from USPTO patents (1976-2016). The task is: Predict the product of the given reaction. Given the reactants [F:1][C:2]1[CH:10]=[CH:9][C:5]([C:6]([OH:8])=[O:7])=[C:4]([CH3:11])[CH:3]=1.[I:12]NC(=O)CCC(N)=O.CN(C=O)C, predict the reaction product. The product is: [F:1][C:2]1[CH:3]=[C:4]([CH3:11])[C:5]([C:6]([OH:8])=[O:7])=[C:9]([I:12])[CH:10]=1.